Task: Predict which catalyst facilitates the given reaction.. Dataset: Catalyst prediction with 721,799 reactions and 888 catalyst types from USPTO (1) Reactant: CC1(C)C(C)(C)OB([C:9]2[C:14]3[O:15][C:16]4[C:21]([C:22]5[CH:39]=[CH:38][C:37]6[C:36]7[C:31](=[CH:32][CH:33]=[CH:34][CH:35]=7)[C:30]7[C:25](=[CH:26][CH:27]=[CH:28][CH:29]=7)[C:24]=6[CH:23]=5)=[CH:20][CH:19]=[CH:18][C:17]=4[C:13]=3[CH:12]=[CH:11][CH:10]=2)O1.Br[C:42]1[CH:43]=[C:44]([N:48]2[C:60]3[CH:59]=[CH:58][CH:57]=[CH:56][C:55]=3[C:54]3[C:49]2=[CH:50][CH:51]=[CH:52][CH:53]=3)[CH:45]=[CH:46][CH:47]=1.C1(P(C2CCCCC2)C2C=CC=CC=2C2C(OC)=CC=CC=2OC)CCCCC1.[O-]P([O-])([O-])=O.[K+].[K+].[K+]. Product: [CH:23]1[C:24]2[C:25]3[C:30](=[CH:29][CH:28]=[CH:27][CH:26]=3)[C:31]3[C:36](=[CH:35][CH:34]=[CH:33][CH:32]=3)[C:37]=2[CH:38]=[CH:39][C:22]=1[C:21]1[C:16]2[O:15][C:14]3[C:9]([C:53]4[CH:54]=[C:49]([N:48]5[C:44]6[CH:45]=[CH:46][CH:47]=[CH:42][C:43]=6[C:55]6[C:60]5=[CH:59][CH:58]=[CH:57][CH:56]=6)[CH:50]=[CH:51][CH:52]=4)=[CH:10][CH:11]=[CH:12][C:13]=3[C:17]=2[CH:18]=[CH:19][CH:20]=1. The catalyst class is: 226. (2) Product: [C:15]([O:19][C:20]([NH:22][C@@H:23]([CH2:26][CH3:27])[CH:24]([C:2]1[O:1][C:9]2[C:4]([N:3]=1)=[N:5][CH:6]=[CH:7][CH:8]=2)[OH:25])=[O:21])([CH3:18])([CH3:17])[CH3:16]. The catalyst class is: 1. Reactant: [O:1]1[C:9]2[C:4](=[N:5][CH:6]=[CH:7][CH:8]=2)[N:3]=[CH:2]1.C([Mg]Cl)(C)C.[C:15]([O:19][C:20]([NH:22][C@@H:23]([CH2:26][CH3:27])[CH:24]=[O:25])=[O:21])([CH3:18])([CH3:17])[CH3:16]. (3) Reactant: [NH:1]1[CH2:6][CH2:5][NH:4][C:3]2[CH:7]=[N:8][CH:9]=[CH:10][C:2]1=2.[C:11](OC([O-])=O)([O:13][C:14]([CH3:17])([CH3:16])[CH3:15])=[O:12]. Product: [C:14]([O:13][C:11]([N:8]1[CH:9]=[CH:10][C:2]2[C:3]([NH:4][CH2:5][CH2:6][N:1]=2)=[CH:7]1)=[O:12])([CH3:17])([CH3:16])[CH3:15]. The catalyst class is: 4. (4) Reactant: C[O:2][C:3](=[O:39])[C@@H:4]([NH:28][C:29]([O:31][CH2:32][C:33]1[CH:38]=[CH:37][CH:36]=[CH:35][CH:34]=1)=[O:30])[CH2:5][NH:6][C:7]([CH:9]1[CH2:14][CH2:13][N:12]([C:15]2[CH:20]=[CH:19][CH:18]=[C:17]([NH:21][C:22]3[NH:23][CH2:24][CH2:25][CH2:26][N:27]=3)[CH:16]=2)[CH2:11][CH2:10]1)=[O:8].[OH-].[Na+].FC(F)(F)C(O)=O. Product: [CH2:32]([O:31][C:29]([NH:28][C@@H:4]([CH2:5][NH:6][C:7]([CH:9]1[CH2:10][CH2:11][N:12]([C:15]2[CH:20]=[CH:19][CH:18]=[C:17]([NH:21][C:22]3[NH:23][CH2:24][CH2:25][CH2:26][N:27]=3)[CH:16]=2)[CH2:13][CH2:14]1)=[O:8])[C:3]([OH:39])=[O:2])=[O:30])[C:33]1[CH:34]=[CH:35][CH:36]=[CH:37][CH:38]=1. The catalyst class is: 5. (5) Reactant: [CH3:1][NH:2][C@@H:3]1[C:8]2[CH:9]=[CH:10][CH:11]=[CH:12][C:7]=2[C@H:6]([C:13]2[CH:14]=[CH:15][C:16]([Cl:20])=[C:17]([Cl:19])[CH:18]=2)[CH2:5][CH2:4]1.[ClH:21].N1C=CC=CC=1. Product: [CH3:1][NH:2][C@@H:3]1[C:8]2[CH:9]=[CH:10][CH:11]=[CH:12][C:7]=2[C@H:6]([C:13]2[CH:14]=[CH:15][C:16]([Cl:20])=[C:17]([Cl:19])[CH:18]=2)[CH2:5][CH2:4]1.[ClH:21]. The catalyst class is: 259. (6) Reactant: [N:1]1[CH:6]=[CH:5][CH:4]=[C:3]([CH2:7][NH2:8])[CH:2]=1.[O:9](C(OC(C)(C)C)=O)[C:10]([O:12][C:13]([CH3:16])([CH3:15])[CH3:14])=O.C(N(CC)CC)C. Product: [C:13]([O:12][C:10](=[O:9])[NH:8][CH2:7][C:3]1[CH:2]=[N:1][CH:6]=[CH:5][CH:4]=1)([CH3:16])([CH3:15])[CH3:14]. The catalyst class is: 2. (7) Reactant: [CH2:1]([O:3][C:4](=[O:15])[CH2:5][C:6]([C:8]1[CH:13]=[CH:12][CH:11]=[C:10]([F:14])[CH:9]=1)=[O:7])[CH3:2].C(O)(=O)C.[N:20]([O-])=[O:21].[Na+]. Product: [CH2:1]([O:3][C:4](=[O:15])[C:5](=[N:20][OH:21])[C:6]([C:8]1[CH:13]=[CH:12][CH:11]=[C:10]([F:14])[CH:9]=1)=[O:7])[CH3:2]. The catalyst class is: 6. (8) The catalyst class is: 122. Product: [C:12]1([C:11]2[C:5]3[C:6](=[N:7][CH:8]=[C:3]([C:1]4[NH:42][N:41]=[N:40][CH:2]=4)[N:4]=3)[O:9][C:10]=2[C:18]2[CH:23]=[CH:22][C:21]([C:24]3([NH:28][C:29](=[O:35])[O:30][C:31]([CH3:32])([CH3:34])[CH3:33])[CH2:27][CH2:26][CH2:25]3)=[CH:20][CH:19]=2)[CH:13]=[CH:14][CH:15]=[CH:16][CH:17]=1. Reactant: [C:1]([C:3]1[N:4]=[C:5]2[C:11]([C:12]3[CH:17]=[CH:16][CH:15]=[CH:14][CH:13]=3)=[C:10]([C:18]3[CH:23]=[CH:22][C:21]([C:24]4([NH:28][C:29](=[O:35])[O:30][C:31]([CH3:34])([CH3:33])[CH3:32])[CH2:27][CH2:26][CH2:25]4)=[CH:20][CH:19]=3)[O:9][C:6]2=[N:7][CH:8]=1)#[CH:2].[Si]([N:40]=[N+:41]=[N-:42])(C)(C)C.CO. (9) Reactant: [NH2:1][C:2]1[CH:3]=[C:4](O)[CH:5]=[CH:6][CH:7]=1.[C:9]1(C)[C:10](S(OCCCOS([C:14]2[C:13](C)=[CH:12]C=[CH:10][CH:9]=2)(=O)=O)(=O)=O)=C[CH:12]=[CH:13][CH:14]=1.[C:34]([O-:37])([O-])=O.[Na+].[Na+]. Product: [CH2:3]1[CH2:2][N:1]2[C:10]3[C:9]([CH2:14][CH2:13][CH2:12]2)=[C:34]([OH:37])[CH:7]=[CH:6][C:5]=3[CH2:4]1. The catalyst class is: 12.